The task is: Regression. Given a peptide amino acid sequence and an MHC pseudo amino acid sequence, predict their binding affinity value. This is MHC class I binding data.. This data is from Peptide-MHC class I binding affinity with 185,985 pairs from IEDB/IMGT. (1) The peptide sequence is GYAQTDCVL. The MHC is HLA-A24:02 with pseudo-sequence HLA-A24:02. The binding affinity (normalized) is 0.194. (2) The peptide sequence is MPAYIRNTL. The MHC is HLA-A30:01 with pseudo-sequence HLA-A30:01. The binding affinity (normalized) is 0.0847. (3) The peptide sequence is MHYKLDEVL. The MHC is HLA-B07:02 with pseudo-sequence HLA-B07:02. The binding affinity (normalized) is 0.0847. (4) The peptide sequence is STMPLVMAW. The MHC is HLA-A68:23 with pseudo-sequence HLA-A68:23. The binding affinity (normalized) is 1.00.